From a dataset of Forward reaction prediction with 1.9M reactions from USPTO patents (1976-2016). Predict the product of the given reaction. (1) Given the reactants C([N:8]([C@H:16]1[C@@H:20]2[O:21][C:22]([CH3:25])([CH3:24])[O:23][C@@H:19]2[C@@H:18]([O:26][CH2:27][CH2:28][OH:29])[CH2:17]1)CC1C=CC=CC=1)C1C=CC=CC=1, predict the reaction product. The product is: [NH2:8][C@H:16]1[C@@H:20]2[O:21][C:22]([CH3:24])([CH3:25])[O:23][C@@H:19]2[C@@H:18]([O:26][CH2:27][CH2:28][OH:29])[CH2:17]1. (2) Given the reactants S(O[CH2:6][CH:7]([NH:14][C:15]([O:17][C:18]([CH3:21])([CH3:20])[CH3:19])=[O:16])[CH2:8]OS(=O)(=O)C)(=O)(=O)C.[S-2:22].[Na+].[Na+], predict the reaction product. The product is: [C:18]([O:17][C:15]([NH:14][CH:7]1[CH2:8][S:22][CH2:6]1)=[O:16])([CH3:21])([CH3:20])[CH3:19]. (3) Given the reactants [CH3:1][S:2]([O-:4])=[O:3].[Na+].CS(O[CH2:11][C:12]([CH3:25])([CH3:24])[CH2:13][O:14][C:15]1[CH:20]=[C:19]([CH3:21])[C:18]([Br:22])=[C:17]([CH3:23])[CH:16]=1)(=O)=O, predict the reaction product. The product is: [Br:22][C:18]1[C:17]([CH3:23])=[CH:16][C:15]([O:14][CH2:13][C:12]([CH3:25])([CH3:24])[CH2:11][S:2]([CH3:1])(=[O:4])=[O:3])=[CH:20][C:19]=1[CH3:21]. (4) Given the reactants [Cl:1][C:2]1[CH:3]=[C:4]([CH2:9][N:10]2[C:15](=[O:16])[C:14]([C:17]([NH:19][C:20]3[CH:25]=[CH:24][C:23]([C:26]([F:29])([F:28])[F:27])=[CH:22][C:21]=3[C:30]3[CH:31]=[N:32][C:33]([C:36]([F:39])([F:38])[F:37])=[CH:34][CH:35]=3)=[O:18])=[C:13]([OH:40])[C@@:12]3([CH3:44])[CH2:41][CH2:42][CH2:43][N:11]23)[CH:5]=[CH:6][C:7]=1[OH:8].Cl.Cl[CH2:47][CH2:48][N:49]1[CH2:54][CH2:53][O:52][CH2:51][CH2:50]1, predict the reaction product. The product is: [Cl:1][C:2]1[CH:3]=[C:4]([CH2:9][N:10]2[C:15](=[O:16])[C:14]([C:17]([NH:19][C:20]3[CH:25]=[CH:24][C:23]([C:26]([F:27])([F:28])[F:29])=[CH:22][C:21]=3[C:30]3[CH:31]=[N:32][C:33]([C:36]([F:37])([F:38])[F:39])=[CH:34][CH:35]=3)=[O:18])=[C:13]([OH:40])[C@@:12]3([CH3:44])[CH2:41][CH2:42][CH2:43][N:11]23)[CH:5]=[CH:6][C:7]=1[O:8][CH2:47][CH2:48][N:49]1[CH2:54][CH2:53][O:52][CH2:51][CH2:50]1. (5) Given the reactants [F:1][C:2]1[CH:3]=[C:4]2[C:8](=[CH:9][CH:10]=1)[N:7]([CH2:11][C:12]1[C:21]3[C:16](=[CH:17][CH:18]=[CH:19][CH:20]=3)[CH:15]=[CH:14][CH:13]=1)[C:6]1[C:22](=[O:27])[O:23][C:24](=[O:26])[CH2:25][C:5]2=1.[CH2:28]([NH:30][CH3:31])[CH3:29], predict the reaction product. The product is: [CH2:28]([N:30]([CH3:31])[C:24]([CH2:25][C:5]1[C:4]2[C:8](=[CH:9][CH:10]=[C:2]([F:1])[CH:3]=2)[N:7]([CH2:11][C:12]2[C:21]3[C:16](=[CH:17][CH:18]=[CH:19][CH:20]=3)[CH:15]=[CH:14][CH:13]=2)[C:6]=1[C:22]([OH:23])=[O:27])=[O:26])[CH3:29]. (6) Given the reactants [CH2:1]([O:8][C:9]1[CH:10]=[C:11]([C:31]([OH:33])=O)[C:12]2[NH:16][C:15]([NH:17]C(C3N=CC4C(C=3)=CC=CC=4)=O)=[N:14][C:13]=2[CH:30]=1)[C:2]1[CH:7]=[CH:6][CH:5]=[CH:4][CH:3]=1.CN(C(ON1N=NC2[CH:45]=[CH:46][CH:47]=[CH:48][C:43]1=2)=[N+](C)C)C.F[P-](F)(F)(F)(F)F.CC[N:60]([CH:64]([CH3:66])[CH3:65])[CH:61]([CH3:63])C.S(O)(O)(=O)=[O:68].[NH2:72][C:73]1[NH:74][CH:75]=[CH:76][N:77]=1, predict the reaction product. The product is: [CH2:1]([O:8][C:9]1[CH:10]=[C:11]([C:31](=[O:33])[NH:72][C:73]2[NH:74][CH:75]=[CH:76][N:77]=2)[C:12]2[NH:16][C:15]([NH:17][C:66]([C:64]3[N:60]=[CH:61][C:63]4[C:45]([CH:65]=3)=[CH:46][CH:47]=[CH:48][CH:43]=4)=[O:68])=[N:14][C:13]=2[CH:30]=1)[C:2]1[CH:3]=[CH:4][CH:5]=[CH:6][CH:7]=1.